Dataset: NCI-60 drug combinations with 297,098 pairs across 59 cell lines. Task: Regression. Given two drug SMILES strings and cell line genomic features, predict the synergy score measuring deviation from expected non-interaction effect. (1) Drug 2: CN(CC1=CN=C2C(=N1)C(=NC(=N2)N)N)C3=CC=C(C=C3)C(=O)NC(CCC(=O)O)C(=O)O. Synergy scores: CSS=58.1, Synergy_ZIP=2.77, Synergy_Bliss=-0.703, Synergy_Loewe=-27.1, Synergy_HSA=0.0367. Cell line: 786-0. Drug 1: CN1C2=C(C=C(C=C2)N(CCCl)CCCl)N=C1CCCC(=O)O.Cl. (2) Synergy scores: CSS=78.7, Synergy_ZIP=5.87, Synergy_Bliss=3.90, Synergy_Loewe=-15.4, Synergy_HSA=7.28. Cell line: HCT116. Drug 2: CC1CCCC2(C(O2)CC(NC(=O)CC(C(C(=O)C(C1O)C)(C)C)O)C(=CC3=CSC(=N3)C)C)C. Drug 1: CCC(=C(C1=CC=CC=C1)C2=CC=C(C=C2)OCCN(C)C)C3=CC=CC=C3.C(C(=O)O)C(CC(=O)O)(C(=O)O)O. (3) Drug 1: C1=CC(=CC=C1CC(C(=O)O)N)N(CCCl)CCCl.Cl. Drug 2: CN(CCCl)CCCl.Cl. Cell line: NCI-H522. Synergy scores: CSS=13.0, Synergy_ZIP=-8.63, Synergy_Bliss=-6.35, Synergy_Loewe=-6.92, Synergy_HSA=-3.48. (4) Drug 1: C1CCC(CC1)NC(=O)N(CCCl)N=O. Drug 2: C1=CC(=CC=C1CCCC(=O)O)N(CCCl)CCCl. Cell line: A549. Synergy scores: CSS=31.6, Synergy_ZIP=-6.51, Synergy_Bliss=-1.91, Synergy_Loewe=-7.65, Synergy_HSA=-0.325. (5) Drug 1: CCC1(C2=C(COC1=O)C(=O)N3CC4=CC5=C(C=CC(=C5CN(C)C)O)N=C4C3=C2)O.Cl. Drug 2: C(CCl)NC(=O)N(CCCl)N=O. Cell line: SF-539. Synergy scores: CSS=56.2, Synergy_ZIP=-1.17, Synergy_Bliss=-3.95, Synergy_Loewe=1.66, Synergy_HSA=1.20. (6) Drug 1: COC1=CC(=CC(=C1O)OC)C2C3C(COC3=O)C(C4=CC5=C(C=C24)OCO5)OC6C(C(C7C(O6)COC(O7)C8=CC=CS8)O)O. Drug 2: CCC1(CC2CC(C3=C(CCN(C2)C1)C4=CC=CC=C4N3)(C5=C(C=C6C(=C5)C78CCN9C7C(C=CC9)(C(C(C8N6C)(C(=O)OC)O)OC(=O)C)CC)OC)C(=O)OC)O.OS(=O)(=O)O. Cell line: LOX IMVI. Synergy scores: CSS=40.8, Synergy_ZIP=-3.71, Synergy_Bliss=-3.04, Synergy_Loewe=-0.0497, Synergy_HSA=2.62.